Task: Regression. Given a peptide amino acid sequence and an MHC pseudo amino acid sequence, predict their binding affinity value. This is MHC class I binding data.. Dataset: Peptide-MHC class I binding affinity with 185,985 pairs from IEDB/IMGT (1) The peptide sequence is WRFDSRLAF. The MHC is HLA-B08:01 with pseudo-sequence HLA-B08:01. The binding affinity (normalized) is 0.431. (2) The peptide sequence is AYDDAEQMY. The MHC is HLA-B15:17 with pseudo-sequence HLA-B15:17. The binding affinity (normalized) is 0.235. (3) The peptide sequence is QGKRTLTPQP. The MHC is HLA-A30:01 with pseudo-sequence HLA-A30:01. The binding affinity (normalized) is 0.339. (4) The peptide sequence is APRGFRAAF. The MHC is HLA-B46:01 with pseudo-sequence HLA-B46:01. The binding affinity (normalized) is 0.0847. (5) The peptide sequence is LRVLGKAGA. The MHC is Mamu-B08 with pseudo-sequence Mamu-B08. The binding affinity (normalized) is 0. (6) The peptide sequence is DPAFRANTA. The MHC is H-2-Ld with pseudo-sequence H-2-Ld. The binding affinity (normalized) is 0. (7) The peptide sequence is ATFEAVLAK. The MHC is HLA-B35:01 with pseudo-sequence HLA-B35:01. The binding affinity (normalized) is 0.0847.